From a dataset of Cav3 T-type calcium channel HTS with 100,875 compounds. Binary Classification. Given a drug SMILES string, predict its activity (active/inactive) in a high-throughput screening assay against a specified biological target. The drug is Clc1ccc(C(=O)N2CCN(CC2)c2nc3c(nc2n2nc(cc2C)C)cccc3)cc1. The result is 0 (inactive).